From a dataset of Forward reaction prediction with 1.9M reactions from USPTO patents (1976-2016). Predict the product of the given reaction. Given the reactants [OH:1][CH2:2][C@@H:3]1[C@H:8]([CH3:9])[CH2:7][CH2:6][CH2:5][N:4]1[C:10]([C:12]1[N:13]=[C:14]([CH3:24])[S:15][C:16]=1[C:17]1[CH:22]=[CH:21][C:20]([F:23])=[CH:19][CH:18]=1)=[O:11].CC(OI1(OC(C)=O)(OC(C)=O)OC(=O)C2C=CC=CC1=2)=O, predict the reaction product. The product is: [F:23][C:20]1[CH:21]=[CH:22][C:17]([C:16]2[S:15][C:14]([CH3:24])=[N:13][C:12]=2[C:10]([N:4]2[CH2:5][CH2:6][CH2:7][CH:8]([CH3:9])[CH:3]2[CH:2]=[O:1])=[O:11])=[CH:18][CH:19]=1.